Dataset: Full USPTO retrosynthesis dataset with 1.9M reactions from patents (1976-2016). Task: Predict the reactants needed to synthesize the given product. (1) Given the product [ClH:1].[CH:9]([O:8][C:6]1[N:5]=[C:4]2[CH2:12][CH2:13][CH2:14][C:3]2=[C:2]([NH:15][C:16]2[CH:21]=[CH:20][C:19]([CH2:22][CH2:23][OH:24])=[CH:18][CH:17]=2)[CH:7]=1)([CH3:11])[CH3:10], predict the reactants needed to synthesize it. The reactants are: [Cl:1][C:2]1[CH:7]=[C:6]([O:8][CH:9]([CH3:11])[CH3:10])[N:5]=[C:4]2[CH2:12][CH2:13][CH2:14][C:3]=12.[NH2:15][C:16]1[CH:21]=[CH:20][C:19]([CH2:22][CH2:23][OH:24])=[CH:18][CH:17]=1. (2) Given the product [CH3:1][O:2][CH2:3][O:4][CH2:5][C:6]1[CH:11]=[CH:10][C:9]([C:17]2[S:18][CH:19]=[CH:20][N:21]=2)=[CH:8][CH:7]=1, predict the reactants needed to synthesize it. The reactants are: [CH3:1][O:2][CH2:3][O:4][CH2:5][C:6]1[CH:11]=[CH:10][C:9](OB(O)O)=[CH:8][CH:7]=1.Br[C:17]1[S:18][CH:19]=[CH:20][N:21]=1.[F-].[Cs+]. (3) The reactants are: [CH3:1][O:2][C:3]1[CH:8]=[CH:7][C:6]([CH:9]([OH:19])[CH2:10][CH2:11][CH2:12][C:13]2[CH:18]=[N:17][CH:16]=[CH:15][N:14]=2)=[C:5]([CH3:20])[C:4]=1[CH3:21].CC(OI1(OC(C)=O)(OC(C)=O)OC(=O)C2C=CC=CC1=2)=O. Given the product [CH3:1][O:2][C:3]1[CH:8]=[CH:7][C:6]([C:9](=[O:19])[CH2:10][CH2:11][CH2:12][C:13]2[CH:18]=[N:17][CH:16]=[CH:15][N:14]=2)=[C:5]([CH3:20])[C:4]=1[CH3:21], predict the reactants needed to synthesize it. (4) Given the product [CH2:11]([N:13]([CH2:14][CH3:9])[CH2:8][C:4]1[CH:3]=[C:2]([I:1])[CH:7]=[CH:6][N:5]=1)[CH3:10], predict the reactants needed to synthesize it. The reactants are: [I:1][C:2]1[CH:7]=[CH:6][N:5]=[C:4]([CH3:8])[CH:3]=1.[CH2:9]1[C:14](=O)[N:13](Br)[C:11](=O)[CH2:10]1.CC(N=NC(C#N)(C)C)(C#N)C.C(NCC)C. (5) Given the product [CH3:17][C@@H:18]1[CH2:23][CH2:22][CH2:21][N:20]([C:8]([C:7]2[CH:11]=[C:3]([CH:4]=[CH:5][C:6]=2[N:12]2[N:16]=[CH:15][CH:14]=[N:13]2)[C:1]#[N:2])=[O:10])[C@@H:19]1[CH2:24][NH:25][C:33]1[N:42]=[CH:41][C:40]([C:43]([F:46])([F:45])[F:44])=[CH:39][N:38]=1, predict the reactants needed to synthesize it. The reactants are: [C:1]([C:3]1[CH:4]=[CH:5][C:6]([N:12]2[N:16]=[CH:15][CH:14]=[N:13]2)=[C:7]([CH:11]=1)[C:8]([OH:10])=O)#[N:2].[CH3:17][C@@H:18]1[CH2:23][CH2:22][CH2:21][NH:20][C@@H:19]1[CH2:24][N:25]1[C:33](=O)C2C(=CC=CC=2)C1=O.FC1[N:42]=[CH:41][C:40]([C:43]([F:46])([F:45])[F:44])=[CH:39][N:38]=1. (6) Given the product [CH3:1][O:2][C:3](=[O:39])[CH2:4][CH2:5][C:6]1[CH:11]=[CH:10][C:9]([N:12]([CH2:25][C:26]2[CH:31]=[CH:30][CH:29]=[C:28]([O:32][CH:33]3[CH2:38][CH2:37][CH2:36][CH2:35][O:34]3)[CH:27]=2)[S:13]([C:16]2[C:17]([CH3:24])=[CH:18][C:19]([CH3:23])=[CH:20][C:21]=2[CH3:22])(=[O:14])=[O:15])=[CH:8][CH:7]=1, predict the reactants needed to synthesize it. The reactants are: [CH3:1][O:2][C:3](=[O:39])[CH:4]=[CH:5][C:6]1[CH:11]=[CH:10][C:9]([N:12]([CH2:25][C:26]2[CH:31]=[CH:30][CH:29]=[C:28]([O:32][CH:33]3[CH2:38][CH2:37][CH2:36][CH2:35][O:34]3)[CH:27]=2)[S:13]([C:16]2[C:21]([CH3:22])=[CH:20][C:19]([CH3:23])=[CH:18][C:17]=2[CH3:24])(=[O:15])=[O:14])=[CH:8][CH:7]=1.C([O-])=O.[NH4+].